From a dataset of Full USPTO retrosynthesis dataset with 1.9M reactions from patents (1976-2016). Predict the reactants needed to synthesize the given product. (1) Given the product [Br:1][C:2]1[C:7]([F:8])=[CH:6][C:5]([S:9]([N:18]([C:19]2[CH:24]=[CH:23][C:22]([CH3:25])=[CH:21][C:20]=2[CH3:26])[CH2:14][CH:15]([CH3:17])[CH3:16])(=[O:11])=[O:10])=[CH:4][C:3]=1[F:13], predict the reactants needed to synthesize it. The reactants are: [Br:1][C:2]1[C:7]([F:8])=[CH:6][C:5]([S:9](Cl)(=[O:11])=[O:10])=[CH:4][C:3]=1[F:13].[CH2:14]([NH:18][C:19]1[CH:24]=[CH:23][C:22]([CH3:25])=[CH:21][C:20]=1[CH3:26])[CH:15]([CH3:17])[CH3:16]. (2) Given the product [CH2:1]1[C:9]2[C:4](=[CH:5][C:6]([C:10]3[N:14]([CH3:15])[N:13]=[C:12]([C:16](=[N:21][NH:20][C:22]([N:24]4[CH2:29][CH2:28][CH:27]([C:30]([O:32][CH3:33])=[O:31])[CH2:26][CH2:25]4)=[S:23])[CH3:17])[C:11]=3[OH:19])=[CH:7][CH:8]=2)[CH2:3][CH2:2]1, predict the reactants needed to synthesize it. The reactants are: [CH2:1]1[C:9]2[C:4](=[CH:5][C:6]([C:10]3[N:14]([CH3:15])[N:13]=[C:12]([C:16](=O)[CH3:17])[C:11]=3[OH:19])=[CH:7][CH:8]=2)[CH2:3][CH2:2]1.[NH:20]([C:22]([N:24]1[CH2:29][CH2:28][CH:27]([C:30]([O:32][CH3:33])=[O:31])[CH2:26][CH2:25]1)=[S:23])[NH2:21].Cl.C(OCC)(=O)C. (3) Given the product [N+:1]([O-:4])([OH:3])=[O:2].[N+:17]([O-:20])([OH:19])=[O:18].[NH2:5][C@H:6]([C:14]([OH:16])=[O:15])[CH2:7][CH2:8][CH2:9][NH:10][C:11](=[NH:12])[NH2:13].[N+:1]([O-:4])([OH:3])=[O:2].[N+:1]([O-:4])([OH:3])=[O:2].[N+:1]([O-:4])([OH:3])=[O:2].[NH2:21][C@H:22]([C:30]([OH:32])=[O:31])[CH2:23][CH2:24][CH2:25][NH:26][C:27](=[NH:28])[NH2:29], predict the reactants needed to synthesize it. The reactants are: [N+:1]([O-:4])([OH:3])=[O:2].[NH2:5][C@H:6]([C:14]([OH:16])=[O:15])[CH2:7][CH2:8][CH2:9][NH:10][C:11](=[NH:13])[NH2:12].[N+:17]([O-:20])([OH:19])=[O:18].[NH2:21][C@H:22]([C:30]([OH:32])=[O:31])[CH2:23][CH2:24][CH2:25][NH:26][C:27](=[NH:29])[NH2:28]. (4) The reactants are: [C:1]1([C@H:7]2[CH2:12][CH2:11][C@H:10]([NH:13][CH2:14][CH2:15][CH2:16][CH2:17][C:18]3[CH:23]=[CH:22][C:21]([OH:24])=[CH:20][CH:19]=3)[CH2:9][CH2:8]2)[CH:6]=[CH:5][CH:4]=[CH:3][CH:2]=1.[CH2:25](Cl)Cl.[BH-](OC(C)=O)(OC(C)=O)OC(C)=O.[Na+].[OH-].[Na+]. Given the product [CH3:25][N:13]([C@H:10]1[CH2:11][CH2:12][C@H:7]([C:1]2[CH:6]=[CH:5][CH:4]=[CH:3][CH:2]=2)[CH2:8][CH2:9]1)[CH2:14][CH2:15][CH2:16][CH2:17][C:18]1[CH:19]=[CH:20][C:21]([OH:24])=[CH:22][CH:23]=1, predict the reactants needed to synthesize it. (5) Given the product [OH:17][C:16]1([CH2:18][NH:23][C:24]2[CH:29]=[CH:28][CH:27]=[CH:26][CH:25]=2)[CH2:19][CH:12]2[C:11](=[O:20])[N:10]([C:7]3[CH:6]=[CH:5][C:4]([O:3][C:2]([F:22])([F:21])[F:1])=[CH:9][CH:8]=3)[CH2:14][CH:13]2[CH2:15]1, predict the reactants needed to synthesize it. The reactants are: [F:1][C:2]([F:22])([F:21])[O:3][C:4]1[CH:9]=[CH:8][C:7]([N:10]2[CH2:14][CH:13]3[CH2:15][C:16]4([CH2:19][CH:12]3[C:11]2=[O:20])[CH2:18][O:17]4)=[CH:6][CH:5]=1.[NH2:23][C:24]1[CH:29]=[CH:28][CH:27]=[CH:26][CH:25]=1.C1(O)C=CC=CC=1. (6) Given the product [C:20]([O:19][C:17]([N:13]1[CH2:14][CH2:15][CH2:16][C@@H:11]([NH:10][C:2]2[C:7]([CH3:8])=[CH:6][CH:5]=[CH:4][N+:3]=2[O-:9])[CH2:12]1)=[O:18])([CH3:23])([CH3:21])[CH3:22], predict the reactants needed to synthesize it. The reactants are: Cl[C:2]1[C:7]([CH3:8])=[CH:6][CH:5]=[CH:4][N+:3]=1[O-:9].[NH2:10][C@@H:11]1[CH2:16][CH2:15][CH2:14][N:13]([C:17]([O:19][C:20]([CH3:23])([CH3:22])[CH3:21])=[O:18])[CH2:12]1.C(N(C(C)C)CC)(C)C.O. (7) Given the product [CH3:31][O:32][C:33](=[O:36])[CH3:34].[CH2:1]([C:3]([C:21]1[S:25][C:24]([C:26]([NH2:35])=[O:27])=[C:23]([CH3:29])[CH:22]=1)([C:6]1[CH:11]=[CH:10][C:9]([CH2:12][CH2:13][CH:14]([OH:19])[C:15]([CH3:18])([CH3:17])[CH3:16])=[C:8]([CH3:20])[CH:7]=1)[CH2:4][CH3:5])[CH3:2], predict the reactants needed to synthesize it. The reactants are: [CH2:1]([C:3]([C:21]1[S:25][C:24]([C:26](O)=[O:27])=[C:23]([CH3:29])[CH:22]=1)([C:6]1[CH:11]=[CH:10][C:9]([CH2:12][CH2:13][CH:14]([OH:19])[C:15]([CH3:18])([CH3:17])[CH3:16])=[C:8]([CH3:20])[CH:7]=1)[CH2:4][CH3:5])[CH3:2].Cl.[CH3:31][O:32][C:33](=[O:36])[CH2:34][NH2:35].CCN=C=NCCCN(C)C.Cl.C(N(CC)CC)C. (8) The reactants are: [O:1]1[CH2:6][CH2:5][O:4][C:3]2[CH:7]=[C:8]([C@@H:11]([O:15][C:16]3[CH:17]=[C:18]4[C:22](=[CH:23][CH:24]=3)[N:21]([C:25]3[CH:30]=[CH:29][C:28]([F:31])=[CH:27][CH:26]=3)[N:20]=[CH:19]4)[C@@H:12]([NH2:14])[CH3:13])[CH:9]=[CH:10][C:2]1=2.CCN(C(C)C)C(C)C.[CH:41]1([S:44](Cl)(=[O:46])=[O:45])[CH2:43][CH2:42]1. Given the product [O:1]1[CH2:6][CH2:5][O:4][C:3]2[CH:7]=[C:8]([C@@H:11]([O:15][C:16]3[CH:17]=[C:18]4[C:22](=[CH:23][CH:24]=3)[N:21]([C:25]3[CH:26]=[CH:27][C:28]([F:31])=[CH:29][CH:30]=3)[N:20]=[CH:19]4)[C@@H:12]([NH:14][S:44]([CH:41]3[CH2:43][CH2:42]3)(=[O:46])=[O:45])[CH3:13])[CH:9]=[CH:10][C:2]1=2, predict the reactants needed to synthesize it. (9) Given the product [N:1]1([C:5]([C:7]2[CH:8]=[CH:9][C:10]([C:13]3[N:17]([C:18]4[CH:23]=[CH:22][CH:21]=[CH:20][C:19]=4[Cl:24])[N:16]=[C:15]([C:35]([OH:34])([CH3:36])[CH3:29])[CH:14]=3)=[CH:11][CH:12]=2)=[O:6])[CH2:2][CH2:3][CH2:4]1, predict the reactants needed to synthesize it. The reactants are: [N:1]1([C:5]([C:7]2[CH:12]=[CH:11][C:10]([C:13]3[N:17]([C:18]4[CH:23]=[CH:22][CH:21]=[CH:20][C:19]=4[Cl:24])[N:16]=[C:15](C(OC)=O)[CH:14]=3)=[CH:9][CH:8]=2)=[O:6])[CH2:4][CH2:3][CH2:2]1.[CH3:29][Mg]Br.CC[O:34][CH2:35][CH3:36]. (10) Given the product [CH2:1]([O:3][C:4]([C@@H:6]1[C@H:10]([CH3:11])[CH2:9][C@@H:8]([CH2:12][C:13]([OH:15])=[O:14])[CH2:7]1)=[O:5])[CH3:2], predict the reactants needed to synthesize it. The reactants are: [CH2:1]([O:3][C:4]([C@@H:6]1[C@H:10]([CH3:11])[CH2:9][C@@H:8]([CH:12](C(OC(C)(C)C)=O)[C:13]([O:15]C(C)(C)C)=[O:14])[CH2:7]1)=[O:5])[CH3:2].